From a dataset of Peptide-MHC class II binding affinity with 134,281 pairs from IEDB. Regression. Given a peptide amino acid sequence and an MHC pseudo amino acid sequence, predict their binding affinity value. This is MHC class II binding data. (1) The peptide sequence is LEAAVKQAYAATIAA. The MHC is HLA-DQA10401-DQB10402 with pseudo-sequence HLA-DQA10401-DQB10402. The binding affinity (normalized) is 0.430. (2) The peptide sequence is GELQIMDKIDAAFKI. The MHC is DRB3_0101 with pseudo-sequence DRB3_0101. The binding affinity (normalized) is 0.767. (3) The peptide sequence is QTDIPSEPWNTGHDW. The MHC is HLA-DQA10501-DQB10302 with pseudo-sequence HLA-DQA10501-DQB10302. The binding affinity (normalized) is 0.